This data is from Catalyst prediction with 721,799 reactions and 888 catalyst types from USPTO. The task is: Predict which catalyst facilitates the given reaction. Reactant: [Br:1][C:2]1[CH:7]=[CH:6][C:5]([C:8]2[C:14]3[CH:15]=[C:16]([O:21]C)[C:17]([O:19]C)=[CH:18][C:13]=3[CH2:12][CH:11]([CH3:23])[N:10]([C:24]([NH:26][CH3:27])=[O:25])[N:9]=2)=[CH:4][CH:3]=1.B(Br)(Br)Br.Cl. Product: [Br:1][C:2]1[CH:3]=[CH:4][C:5]([C:8]2[C:14]3[CH:15]=[C:16]([OH:21])[C:17]([OH:19])=[CH:18][C:13]=3[CH2:12][CH:11]([CH3:23])[N:10]([C:24]([NH:26][CH3:27])=[O:25])[N:9]=2)=[CH:6][CH:7]=1. The catalyst class is: 4.